From a dataset of Full USPTO retrosynthesis dataset with 1.9M reactions from patents (1976-2016). Predict the reactants needed to synthesize the given product. The reactants are: [F:1][C:2]1[CH:3]=[C:4]([CH:7]=[CH:8][C:9]=1[F:10])[CH2:5][NH2:6].N1CCOCC1.[CH3:17][C:18]1([CH3:28])[O:22][C:21](=[CH:23][C:24](Cl)=[O:25])[C:20](=[O:27])[O:19]1. Given the product [F:1][C:2]1[CH:3]=[C:4]([CH:7]=[CH:8][C:9]=1[F:10])[CH2:5][NH:6][C:24](=[O:25])[CH:23]=[C:21]1[C:20](=[O:27])[O:19][C:18]([CH3:17])([CH3:28])[O:22]1, predict the reactants needed to synthesize it.